This data is from Forward reaction prediction with 1.9M reactions from USPTO patents (1976-2016). The task is: Predict the product of the given reaction. (1) Given the reactants Br[C:2]1[N:7]2[CH:8]=[C:9]([CH2:11][CH2:12][C:13]3[CH:22]=[CH:21][C:20]4[C:15](=[CH:16][CH:17]=[CH:18][CH:19]=4)[N:14]=3)[N:10]=[C:6]2[C:5]([N:23]2[CH2:28][CH2:27][O:26][CH2:25][CH2:24]2)=[N:4][CH:3]=1.CC1(C)OB([C:35]2[CH:40]=[CH:39][C:38]([N:41]3[CH:45]=[N:44][C:43](=[O:46])[N:42]3[CH2:47][O:48][CH2:49][CH2:50][Si:51]([CH3:54])([CH3:53])[CH3:52])=[CH:37][CH:36]=2)OC1(C)C, predict the reaction product. The product is: [N:23]1([C:5]2[C:6]3[N:7]([CH:8]=[C:9]([CH2:11][CH2:12][C:13]4[CH:22]=[CH:21][C:20]5[C:15](=[CH:16][CH:17]=[CH:18][CH:19]=5)[N:14]=4)[N:10]=3)[C:2]([C:35]3[CH:36]=[CH:37][C:38]([N:41]4[CH:45]=[N:44][C:43](=[O:46])[N:42]4[CH2:47][O:48][CH2:49][CH2:50][Si:51]([CH3:54])([CH3:53])[CH3:52])=[CH:39][CH:40]=3)=[CH:3][N:4]=2)[CH2:28][CH2:27][O:26][CH2:25][CH2:24]1. (2) Given the reactants [F:1][C:2]([F:15])([F:14])[S:3](O[S:3]([C:2]([F:15])([F:14])[F:1])(=[O:5])=[O:4])(=[O:5])=[O:4].[CH3:16][O:17][C:18]1[CH:23]=[CH:22][C:21]([C:24]2(O)[CH2:29][CH:28]=[C:27](C3C=CN=CC=3)[N:26]([CH3:36])[C:25]2=O)=[CH:20][CH:19]=1.[N:39]1[CH:44]=[CH:43][CH:42]=[CH:41][CH:40]=1.C(=O)([O-])[OH:46].[Na+], predict the reaction product. The product is: [F:1][C:2]([F:15])([F:14])[S:3]([C:28]1[C:27](=[O:46])[N:26]([CH3:36])[C:25]([C:42]2[CH:43]=[CH:44][N:39]=[CH:40][CH:41]=2)=[C:24]([C:21]2[CH:20]=[CH:19][C:18]([O:17][CH3:16])=[CH:23][CH:22]=2)[CH:29]=1)(=[O:5])=[O:4].